From a dataset of Forward reaction prediction with 1.9M reactions from USPTO patents (1976-2016). Predict the product of the given reaction. (1) Given the reactants [F:1][C:2]1[CH:7]=[CH:6][C:5]([CH2:8][C:9]2[CH:18]=[C:17]3[C:12]([C:13]([OH:34])=[C:14]([C:29](OCC)=[O:30])[C:15](=[O:28])[N:16]3[CH2:19][CH2:20][N:21]3[CH2:26][CH2:25][CH2:24][CH2:23][C:22]3=[O:27])=[N:11][CH:10]=2)=[CH:4][CH:3]=1.[NH2:35][CH2:36][CH2:37][CH:38]([OH:40])[CH3:39], predict the reaction product. The product is: [F:1][C:2]1[CH:7]=[CH:6][C:5]([CH2:8][C:9]2[CH:18]=[C:17]3[C:12]([C:13]([OH:34])=[C:14]([C:29]([NH:35][CH2:36][CH2:37][CH:38]([OH:40])[CH3:39])=[O:30])[C:15](=[O:28])[N:16]3[CH2:19][CH2:20][N:21]3[CH2:26][CH2:25][CH2:24][CH2:23][C:22]3=[O:27])=[N:11][CH:10]=2)=[CH:4][CH:3]=1. (2) The product is: [N+:18]([C:16]1[CH:17]=[C:12]([C:11]2[O:22][C:2]3[C:7]([F:8])=[CH:6][C:5]([Br:9])=[CH:4][C:3]=3[N:10]=2)[C:13]([F:21])=[CH:14][CH:15]=1)([O-:20])=[O:19]. Given the reactants O[C:2]1[C:7]([F:8])=[CH:6][C:5]([Br:9])=[CH:4][C:3]=1[NH:10][C:11](=[O:22])[C:12]1[CH:17]=[C:16]([N+:18]([O-:20])=[O:19])[CH:15]=[CH:14][C:13]=1[F:21].O.C1(C)C=CC(S(O)(=O)=O)=CC=1, predict the reaction product. (3) Given the reactants [O:1]1[C:5]2[CH:6]=[CH:7][C:8]([CH2:10][O:11][C:12]3[N:21]=[CH:20][CH:19]=[CH:18][C:13]=3[C:14]([NH:16][NH2:17])=O)=[CH:9][C:4]=2[O:3][CH2:2]1.[O:22]1[C:27]2[CH:28]=[CH:29][C:30]([NH:32][C:33](=[NH:36])SC)=[CH:31][C:26]=2[O:25][CH2:24][CH2:23]1.C(N(CC)CC)C.O, predict the reaction product. The product is: [O:1]1[C:5]2[CH:6]=[CH:7][C:8]([CH2:10][O:11][C:12]3[C:13]([C:14]4[NH:36][C:33]([NH:32][C:30]5[CH:29]=[CH:28][C:27]6[O:22][CH2:23][CH2:24][O:25][C:26]=6[CH:31]=5)=[N:17][N:16]=4)=[CH:18][CH:19]=[CH:20][N:21]=3)=[CH:9][C:4]=2[O:3][CH2:2]1. (4) Given the reactants [F:1][C:2]([F:18])([F:17])[C:3]1([C:6]2[CH:7]=[C:8]([CH:14]=[CH:15][CH:16]=2)[C:9]([O:11][CH2:12]C)=[O:10])[NH:5][NH:4]1.C(N(CC)CC)C.II, predict the reaction product. The product is: [F:18][C:2]([F:1])([F:17])[C:3]1([C:6]2[CH:7]=[C:8]([CH:14]=[CH:15][CH:16]=2)[C:9]([O:11][CH3:12])=[O:10])[N:4]=[N:5]1. (5) Given the reactants Br[C:2]1[CH:3]=[C:4]([CH2:8][C@H:9]([NH:22][C:23](=[O:29])[O:24][C:25]([CH3:28])([CH3:27])[CH3:26])[C:10]([N:12]([C:14]2[CH:19]=[CH:18][C:17]([O:20][CH3:21])=[CH:16][CH:15]=2)[CH3:13])=[O:11])[CH:5]=[CH:6][CH:7]=1.[CH3:30][C:31]1(C)C(C)(C)OB(C=C)O1.C(=O)([O-])[O-].[K+].[K+], predict the reaction product. The product is: [CH3:21][O:20][C:17]1[CH:18]=[CH:19][C:14]([N:12]([CH3:13])[C:10](=[O:11])[C@@H:9]([NH:22][C:23](=[O:29])[O:24][C:25]([CH3:28])([CH3:27])[CH3:26])[CH2:8][C:4]2[CH:5]=[CH:6][CH:7]=[C:2]([CH:30]=[CH2:31])[CH:3]=2)=[CH:15][CH:16]=1. (6) Given the reactants [C:1]([O:5][C:6]([N:8]1[C@H:13]2[CH2:14][CH2:15][C@:10]([CH2:16][CH2:17]O)([CH:11]=[CH:12]2)[O:9]1)=[O:7])([CH3:4])([CH3:3])[CH3:2].C(C(C(O)=O)(O)C(C(=O)C1C=CC=CC=1)(O)C(O)=O)(=O)C1C=CC=CC=1.[CH3:45][C@@H:46]1[C@@H:51]([O:52][C:53](=[O:58])[C:54]([CH3:57])([CH3:56])[CH3:55])[CH2:50][CH2:49][NH:48][CH2:47]1.[I-].C(C[P+](C)(C)C)#N.C(N(C(C)C)CC)(C)C, predict the reaction product. The product is: [C:1]([O:5][C:6]([N:8]1[CH:13]2[CH2:14][CH2:15][C:10]([CH2:16][CH2:17][N:48]3[CH2:49][CH2:50][C@H:51]([O:52][C:53](=[O:58])[C:54]([CH3:57])([CH3:56])[CH3:55])[C@@H:46]([CH3:45])[CH2:47]3)([CH2:11][CH2:12]2)[O:9]1)=[O:7])([CH3:4])([CH3:3])[CH3:2].